Task: Regression. Given a peptide amino acid sequence and an MHC pseudo amino acid sequence, predict their binding affinity value. This is MHC class II binding data.. Dataset: Peptide-MHC class II binding affinity with 134,281 pairs from IEDB The peptide sequence is VLAVGPAYSAHCIGI. The MHC is DRB1_0701 with pseudo-sequence DRB1_0701. The binding affinity (normalized) is 0.462.